Dataset: Full USPTO retrosynthesis dataset with 1.9M reactions from patents (1976-2016). Task: Predict the reactants needed to synthesize the given product. (1) Given the product [Br:3][C:2]([Br:5])([Br:4])[CH2:1][O:6][C:14](=[O:17])[CH:15]=[CH2:16], predict the reactants needed to synthesize it. The reactants are: [CH2:1]([OH:6])[C:2]([Br:5])([Br:4])[Br:3].C(N(CC)CC)C.[C:14](Cl)(=[O:17])[CH:15]=[CH2:16].O. (2) Given the product [NH2:10][C:4]1[CH:3]=[C:2]([B:11]([OH:15])[OH:12])[CH:7]=[N:6][C:5]=1[O:8][CH3:9], predict the reactants needed to synthesize it. The reactants are: Br[C:2]1[CH:3]=[C:4]([NH2:10])[C:5]([O:8][CH3:9])=[N:6][CH:7]=1.[B:11]1(B2OC(C)(C)C(C)(C)O2)[O:15]C(C)(C)C(C)(C)[O:12]1.C([O-])(=O)C.[K+].C(Cl)Cl.